Task: Predict the product of the given reaction.. Dataset: Forward reaction prediction with 1.9M reactions from USPTO patents (1976-2016) (1) Given the reactants [Si:1]([O:8][CH2:9][C:10]1[CH:15]=[CH:14][C:13]([NH:16][C:17](=[O:37])[NH:18][CH:19]2[C:27]3[C:22](=[CH:23][CH:24]=[CH:25][CH:26]=3)[N:21]([CH2:28][CH:29]([O:33][CH2:34][CH3:35])[O:30][CH2:31][CH3:32])[C:20]2=[O:36])=[CH:12][CH:11]=1)([C:4]([CH3:7])([CH3:6])[CH3:5])([CH3:3])[CH3:2].CC(C)([O-])C.[K+].[C:44]1([CH3:55])[CH:49]=[CH:48][C:47]([NH:50][C:51](=[O:54])[CH2:52]Br)=[CH:46][CH:45]=1.O, predict the reaction product. The product is: [Si:1]([O:8][CH2:9][C:10]1[CH:11]=[CH:12][C:13]([NH:16][C:17](=[O:37])[NH:18][C:19]2([CH2:52][C:51]([NH:50][C:47]3[CH:48]=[CH:49][C:44]([CH3:55])=[CH:45][CH:46]=3)=[O:54])[C:27]3[C:22](=[CH:23][CH:24]=[CH:25][CH:26]=3)[N:21]([CH2:28][CH:29]([O:33][CH2:34][CH3:35])[O:30][CH2:31][CH3:32])[C:20]2=[O:36])=[CH:14][CH:15]=1)([C:4]([CH3:6])([CH3:7])[CH3:5])([CH3:3])[CH3:2]. (2) Given the reactants [Br:1][C:2]1[CH:3]=[C:4]([C:24](=[O:36])[NH:25][CH2:26][C:27]2[C:28](=[O:35])[NH:29][C:30]([CH3:34])=[CH:31][C:32]=2[CH3:33])[C:5]([CH3:23])=[C:6]([N:8]([CH3:22])[CH:9]2[CH2:14][CH2:13][N:12](C(OC(C)(C)C)=O)[CH2:11][CH2:10]2)[CH:7]=1.C(O)(C(F)(F)F)=O, predict the reaction product. The product is: [Br:1][C:2]1[CH:7]=[C:6]([N:8]([CH3:22])[CH:9]2[CH2:14][CH2:13][NH:12][CH2:11][CH2:10]2)[C:5]([CH3:23])=[C:4]([CH:3]=1)[C:24]([NH:25][CH2:26][C:27]1[C:28](=[O:35])[NH:29][C:30]([CH3:34])=[CH:31][C:32]=1[CH3:33])=[O:36].